From a dataset of Full USPTO retrosynthesis dataset with 1.9M reactions from patents (1976-2016). Predict the reactants needed to synthesize the given product. (1) Given the product [CH3:33][C:13]1[CH:14]=[CH:15][C:16]([NH:18][C:19](=[O:32])[C:20]2[CH:21]=[CH:22][C:23]([N:26]3[CH2:27][CH2:28][O:29][CH2:30][CH2:31]3)=[CH:24][CH:25]=2)=[CH:17][C:12]=1[C:9]1[CH:10]=[CH:11][C:6]([C:4]([OH:5])=[O:3])=[CH:7][CH:8]=1, predict the reactants needed to synthesize it. The reactants are: C([O:3][C:4]([C:6]1[CH:11]=[CH:10][C:9]([C:12]2[CH:17]=[C:16]([NH:18][C:19](=[O:32])[C:20]3[CH:25]=[CH:24][C:23]([N:26]4[CH2:31][CH2:30][O:29][CH2:28][CH2:27]4)=[CH:22][CH:21]=3)[CH:15]=[CH:14][C:13]=2[CH3:33])=[CH:8][CH:7]=1)=[O:5])C. (2) Given the product [CH2:1]([O:2][C:3]([C:5]1[NH:6][CH:7]=[C:8]([CH2:10][CH:12]2[CH2:16][CH2:15][CH2:14][CH2:13]2)[CH:9]=1)=[O:4])[CH3:18], predict the reactants needed to synthesize it. The reactants are: [CH3:1][O:2][C:3]([C:5]1[NH:6][CH:7]=[C:8]([C:10]([CH:12]2[CH2:16][CH2:15][CH2:14][CH2:13]2)=O)[CH:9]=1)=[O:4].F[C:18](F)(F)C(O)=O.C([SiH](CC)CC)C. (3) The reactants are: Br[CH2:2][CH:3]([C:5]1[CH:10]=[CH:9][C:8]([Cl:11])=[CH:7][CH:6]=1)[F:4].CC([O-])(C)C.[K+]. Given the product [Cl:11][C:8]1[CH:9]=[CH:10][C:5]([C:3]([F:4])=[CH2:2])=[CH:6][CH:7]=1, predict the reactants needed to synthesize it. (4) Given the product [CH3:40][O:39][N:38]([CH3:37])[C:14]([C@@H:10]1[CH2:11][CH2:12][CH2:13][N:8]([C:6]([O:5][C:1]([CH3:2])([CH3:3])[CH3:4])=[O:7])[CH2:9]1)=[O:16], predict the reactants needed to synthesize it. The reactants are: [C:1]([O:5][C:6]([N:8]1[CH2:13][CH2:12][CH2:11][C@@H:10]([C:14]([OH:16])=O)[CH2:9]1)=[O:7])([CH3:4])([CH3:3])[CH3:2].C(N1C=CN=C1)(N1C=CN=C1)=O.C(N(CC)CC)C.Cl.[CH3:37][NH:38][O:39][CH3:40]. (5) Given the product [Cl:15][C:16]1[C:24]2[C:19](=[CH:20][CH:21]=[C:22]([C:26]([OH:28])=[O:27])[C:23]=2[Cl:25])[NH:18][CH:17]=1, predict the reactants needed to synthesize it. The reactants are: ClC1C(C(O)=O)=CC(C)=C2C=1C=CN2.[Cl:15][C:16]1[C:24]2[C:19](=[CH:20][CH:21]=[C:22]([C:26]([O:28]C)=[O:27])[C:23]=2[Cl:25])[NH:18][CH:17]=1. (6) The reactants are: BrBr.[OH-].[Na+].[Br:5][C:6]1[CH:19]=[C:18]([O:20][CH3:21])[CH:17]=[CH:16][C:7]=1[C:8](C1C=CC=CC=1)=[O:9].S([O-])([O-])=[O:23].[Na+].[Na+].Br[O-].[Na+].Cl. Given the product [Br:5][C:6]1[CH:19]=[C:18]([O:20][CH3:21])[CH:17]=[CH:16][C:7]=1[C:8]([OH:9])=[O:23], predict the reactants needed to synthesize it. (7) Given the product [Cl:23][CH2:26][O:27][C:28]([NH:1][CH2:2][C:3]1([CH2:9][C:10]([OH:12])=[O:11])[CH2:8][CH2:7][CH2:6][CH2:5][CH2:4]1)=[O:13], predict the reactants needed to synthesize it. The reactants are: [NH2:1][CH2:2][C:3]1([CH2:9][C:10]([OH:12])=[O:11])[CH2:8][CH2:7][CH2:6][CH2:5][CH2:4]1.[OH2:13].C(N(C(C)C)CC)(C)C.[ClH:23].O1C[CH2:28][O:27][CH2:26]C1. (8) Given the product [Si:5]([O:19][CH2:20][C@H:21]([CH3:27])[CH2:22][C:23]([O:25][CH3:26])=[O:24])([C:1]([CH3:4])([CH3:3])[CH3:2])([C:12]1[CH:17]=[CH:16][CH:15]=[CH:14][CH:13]=1)[C:6]1[CH:11]=[CH:10][CH:9]=[CH:8][CH:7]=1, predict the reactants needed to synthesize it. The reactants are: [C:1]([Si:5](Cl)([C:12]1[CH:17]=[CH:16][CH:15]=[CH:14][CH:13]=1)[C:6]1[CH:11]=[CH:10][CH:9]=[CH:8][CH:7]=1)([CH3:4])([CH3:3])[CH3:2].[OH:19][CH2:20][C@H:21]([CH3:27])[CH2:22][C:23]([O:25][CH3:26])=[O:24].N1C=CN=C1.O. (9) Given the product [NH2:21][C:5]1[CH:4]=[CH:3][C:2]([Br:1])=[CH:7][C:6]=1[NH:8][CH:9]1[CH2:10][CH2:11][N:12]([CH:15]2[CH2:20][CH2:19][O:18][CH2:17][CH2:16]2)[CH2:13][CH2:14]1, predict the reactants needed to synthesize it. The reactants are: [Br:1][C:2]1[CH:3]=[CH:4][C:5]([N+:21]([O-])=O)=[C:6]([NH:8][CH:9]2[CH2:14][CH2:13][N:12]([CH:15]3[CH2:20][CH2:19][O:18][CH2:17][CH2:16]3)[CH2:11][CH2:10]2)[CH:7]=1.C([O-])=O.[NH4+].